Dataset: Reaction yield outcomes from USPTO patents with 853,638 reactions. Task: Predict the reaction yield, written as a fraction of the theoretical maximum amount of product (1.0 means a 100% yield; for example, 0.34 means a 34% yield). (1) The reactants are [F:1][C:2]1[CH:7]=[CH:6][C:5]([C:8]2[C:13]([C:14]([O:16][CH3:17])=[O:15])=[C:12]([CH:18]([CH3:20])[CH3:19])[N:11]=[C:10](O)[N:9]=2)=[CH:4][CH:3]=1.C(#N)C.C1(C)C=CC(S(Cl)(=O)=O)=CC=1.[CH3:36][NH:37][S:38]([CH3:41])(=[O:40])=[O:39]. The catalyst is O. The product is [F:1][C:2]1[CH:7]=[CH:6][C:5]([C:8]2[C:13]([C:14]([O:16][CH3:17])=[O:15])=[C:12]([CH:18]([CH3:20])[CH3:19])[N:11]=[C:10]([N:37]([CH3:36])[S:38]([CH3:41])(=[O:40])=[O:39])[N:9]=2)=[CH:4][CH:3]=1. The yield is 0.680. (2) The reactants are [N:1]([C:4]1[CH:9]=[CH:8][C:7]([O:10][CH3:11])=[CH:6][CH:5]=1)=[N+:2]=[N-:3].[Cl:12][C:13]1[CH:18]=[C:17]([F:19])[CH:16]=[CH:15][C:14]=1[CH2:20][C:21]#[N:22].C[O-].[Na+]. The catalyst is C(O)C. The product is [Cl:12][C:13]1[CH:18]=[C:17]([F:19])[CH:16]=[CH:15][C:14]=1[C:20]1[N:3]=[N:2][N:1]([C:4]2[CH:5]=[CH:6][C:7]([O:10][CH3:11])=[CH:8][CH:9]=2)[C:21]=1[NH2:22]. The yield is 0.660. (3) The reactants are [NH2:1][C:2]1[CH:3]=[CH:4][C:5]([CH3:32])=[C:6]([N:8]2[CH2:31][CH2:30][C:11]3[N:12]=[C:13]([NH:16][C:17]4[CH:22]=[CH:21][C:20]([N:23]5[CH2:28][CH2:27][N:26]([CH3:29])[CH2:25][CH2:24]5)=[CH:19][CH:18]=4)[N:14]=[CH:15][C:10]=3[CH2:9]2)[CH:7]=1.[CH2:33]([S:37](Cl)(=[O:39])=[O:38])[CH2:34][CH2:35][CH3:36]. The catalyst is N1C=CC=CC=1. The product is [CH3:32][C:5]1[CH:4]=[CH:3][C:2]([NH:1][S:37]([CH2:33][CH2:34][CH2:35][CH3:36])(=[O:39])=[O:38])=[CH:7][C:6]=1[N:8]1[CH2:31][CH2:30][C:11]2[N:12]=[C:13]([NH:16][C:17]3[CH:22]=[CH:21][C:20]([N:23]4[CH2:24][CH2:25][N:26]([CH3:29])[CH2:27][CH2:28]4)=[CH:19][CH:18]=3)[N:14]=[CH:15][C:10]=2[CH2:9]1. The yield is 0.789. (4) The reactants are [H-].[Na+].[C:3]([C:5]1[CH:6]=[C:7]2[C:11](=[CH:12][CH:13]=1)[NH:10][C:9](=[O:14])[CH2:8]2)#[N:4].Cl[C:16]1[CH:17]=[C:18]([CH:27]=[CH:28][N:29]=1)[C:19]([NH:21][CH2:22][CH2:23][N:24]([CH3:26])[CH3:25])=[O:20]. The catalyst is CN(C)C=O. The product is [C:3]([C:5]1[CH:6]=[C:7]2[C:11](=[CH:12][CH:13]=1)[NH:10][C:9]([OH:14])=[C:8]2[C:16]1[CH:17]=[C:18]([CH:27]=[CH:28][N:29]=1)[C:19]([NH:21][CH2:22][CH2:23][N:24]([CH3:25])[CH3:26])=[O:20])#[N:4]. The yield is 0.0500. (5) The yield is 0.390. The catalyst is ClCCl. The reactants are [CH3:1][C:2]1[N:3]=[C:4]2[C:13]3[NH:12][C@H:11]([C:14]4[CH:19]=[CH:18][CH:17]=[CH:16][CH:15]=4)[C@@H:10]([OH:20])[C@H:9]([O:21][CH2:22][CH2:23][O:24][CH3:25])[C:8]=3[CH:7]=[CH:6][N:5]2[C:26]=1[CH3:27].C(N(CC)CC)C.CC1C(C)=NC=CC=1.[Br:43][CH2:44][C:45]1[CH:53]=[CH:52][C:48]([C:49](Br)=[O:50])=[CH:47][CH:46]=1. The product is [CH3:1][C:2]1[N:3]=[C:4]2[C:13]3[NH:12][C@H:11]([C:14]4[CH:19]=[CH:18][CH:17]=[CH:16][CH:15]=4)[C@@H:10]([O:20][C:49](=[O:50])[C:48]4[CH:52]=[CH:53][C:45]([CH2:44][Br:43])=[CH:46][CH:47]=4)[C@H:9]([O:21][CH2:22][CH2:23][O:24][CH3:25])[C:8]=3[CH:7]=[CH:6][N:5]2[C:26]=1[CH3:27]. (6) The catalyst is CO. The reactants are [NH2:1][C:2]1[N:7]=[CH:6][N:5]=[C:4]2[N:8]([CH2:25][C@H:26]3[CH2:30][CH2:29][CH2:28][N:27]3[C:31](=[O:35])[CH2:32][C:33]#[N:34])[N:9]=[C:10]([C:11]3[CH:16]=[CH:15][C:14]([O:17][C:18]4[CH:23]=[CH:22][CH:21]=[CH:20][CH:19]=4)=[CH:13][C:12]=3[F:24])[C:3]=12.N1[CH2:41][CH2:40][CH2:39][CH2:38]C1.C1(C=O)CC1. The product is [NH2:1][C:2]1[N:7]=[CH:6][N:5]=[C:4]2[N:8]([CH2:25][C@H:26]3[CH2:30][CH2:29][CH2:28][N:27]3[C:31]([C:32](=[CH:38][CH:39]3[CH2:41][CH2:40]3)[C:33]#[N:34])=[O:35])[N:9]=[C:10]([C:11]3[CH:16]=[CH:15][C:14]([O:17][C:18]4[CH:19]=[CH:20][CH:21]=[CH:22][CH:23]=4)=[CH:13][C:12]=3[F:24])[C:3]=12. The yield is 0.330.